Predict the product of the given reaction. From a dataset of Forward reaction prediction with 1.9M reactions from USPTO patents (1976-2016). (1) Given the reactants C(=O)([O-])[O-].[Cs+].[Cs+].O1CCOCC1.I[C:14]1[CH:19]=[CH:18][CH:17]=[CH:16][N:15]=1.Br.CC1(C)C(C)(C)OB([C:29]2[CH:30]=[CH:31][C:32]3[N:33]([CH:35]=[C:36]([C:38]([O:40][CH2:41][CH3:42])=[O:39])[N:37]=3)[CH:34]=2)O1, predict the reaction product. The product is: [N:15]1[CH:16]=[CH:17][CH:18]=[CH:19][C:14]=1[C:29]1[CH:30]=[CH:31][C:32]2[N:33]([CH:35]=[C:36]([C:38]([O:40][CH2:41][CH3:42])=[O:39])[N:37]=2)[CH:34]=1. (2) Given the reactants [CH:1]1([C:7]2[C:15]3[C:14](=[O:16])[NH:13][C:12]([C:17]4[CH:22]=[CH:21][C:20]([NH:23][CH3:24])=[CH:19][C:18]=4[O:25][CH3:26])=[N:11][C:10]=3[N:9]([CH3:27])[N:8]=2)[CH2:6][CH2:5][CH2:4][CH2:3][CH2:2]1.[CH3:28][S:29](Cl)(=[O:31])=[O:30].C(=O)([O-])O.[Na+], predict the reaction product. The product is: [CH:1]1([C:7]2[C:15]3[C:14](=[O:16])[NH:13][C:12]([C:17]4[CH:22]=[CH:21][C:20]([N:23]([CH3:24])[S:29]([CH3:28])(=[O:31])=[O:30])=[CH:19][C:18]=4[O:25][CH3:26])=[N:11][C:10]=3[N:9]([CH3:27])[N:8]=2)[CH2:2][CH2:3][CH2:4][CH2:5][CH2:6]1. (3) Given the reactants FC1(F)C2C(=CC=CC=2C(=O)C(F)(F)F)NC1=O.[F:19][CH:20]([F:32])[O:21][C:22]1[CH:23]=[C:24]([C:28](OC)=[O:29])[CH:25]=[N:26][CH:27]=1, predict the reaction product. The product is: [F:32][CH:20]([F:19])[O:21][C:22]1[CH:23]=[C:24]([CH2:28][OH:29])[CH:25]=[N:26][CH:27]=1. (4) Given the reactants [CH2:1]=[C:2]1[O:6][C:4](=[O:5])[CH2:3]1.CC(OC)(C)C.[NH2:13][CH2:14][CH2:15][N:16]1[CH2:20][CH2:19][CH2:18][CH2:17]1, predict the reaction product. The product is: [O:6]=[C:2]([CH3:1])[CH2:3][C:4]([NH:13][CH2:14][CH2:15][N:16]1[CH2:20][CH2:19][CH2:18][CH2:17]1)=[O:5].